From a dataset of Full USPTO retrosynthesis dataset with 1.9M reactions from patents (1976-2016). Predict the reactants needed to synthesize the given product. (1) Given the product [CH3:36][C:8]1[CH:9]=[C:10]2[C:15](=[C:16]([N:17]3[CH2:23][CH2:22][CH2:21][N:20]([CH2:24][C:25]4[CH:29]=[CH:28][N:27]([C:30]5[CH:35]=[CH:34][CH:33]=[CH:32][CH:31]=5)[N:26]=4)[CH2:19][CH2:18]3)[C:7]=1[O:6][CH2:5][C:4]([OH:37])=[O:3])[N:14]=[CH:13][CH:12]=[CH:11]2, predict the reactants needed to synthesize it. The reactants are: C([O:3][C:4](=[O:37])[CH2:5][O:6][C:7]1[C:16]([N:17]2[CH2:23][CH2:22][CH2:21][N:20]([CH2:24][C:25]3[CH:29]=[CH:28][N:27]([C:30]4[CH:35]=[CH:34][CH:33]=[CH:32][CH:31]=4)[N:26]=3)[CH2:19][CH2:18]2)=[C:15]2[C:10]([CH:11]=[CH:12][CH:13]=[N:14]2)=[CH:9][C:8]=1[CH3:36])C.[OH-].[Na+].Cl. (2) Given the product [C:8]([C:3]1[CH:4]=[C:5]([S:18]([OH:21])(=[O:20])=[O:19])[CH:6]=[CH:7][C:2]=1[OH:1])(=[O:10])[CH3:9], predict the reactants needed to synthesize it. The reactants are: [OH:1][C:2]1[CH:7]=[CH:6][CH:5]=[CH:4][C:3]=1[C:8](=[O:10])[CH3:9].COC(=O)OC.Cl[S:18]([OH:21])(=[O:20])=[O:19]. (3) The reactants are: [CH2:1]([O:8][C:9]1[CH:18]=[CH:17][C:12]([C:13]([NH:15][NH2:16])=[O:14])=[CH:11][C:10]=1[C:19]([F:22])([F:21])[F:20])[C:2]1[CH:7]=[CH:6][CH:5]=[CH:4][CH:3]=1.C1(C2N=NSC=2)C=CC=CC=1.[CH3:34][C:35]1([CH3:73])[N:39]([C:40]([O:42][C:43]([CH3:46])([CH3:45])[CH3:44])=[O:41])[C@@:38]([CH3:72])([C:47](=[O:71])NCC(C2C=CC(OCCCCCCCC)=C(C(F)(F)F)C=2)=O)[CH2:37][O:36]1. Given the product [CH2:1]([O:8][C:9]1[CH:18]=[CH:17][C:12]([C:13]([NH:15][NH:16][C:47]([C@@:38]2([CH3:72])[CH2:37][O:36][C:35]([CH3:73])([CH3:34])[N:39]2[C:40]([O:42][C:43]([CH3:46])([CH3:45])[CH3:44])=[O:41])=[O:71])=[O:14])=[CH:11][C:10]=1[C:19]([F:20])([F:21])[F:22])[C:2]1[CH:3]=[CH:4][CH:5]=[CH:6][CH:7]=1, predict the reactants needed to synthesize it.